This data is from Full USPTO retrosynthesis dataset with 1.9M reactions from patents (1976-2016). The task is: Predict the reactants needed to synthesize the given product. Given the product [CH:1]1([N:3]([CH3:25])[C:4]2[CH:9]=[C:8]([C:10]([N:12]3[CH2:17][CH2:16][CH2:15][CH:14]([C:18]4[CH:19]=[CH:20][C:21]([CH3:24])=[CH:22][CH:23]=4)[CH2:13]3)=[O:11])[CH:7]=[CH:6][N:5]=2)[CH2:27][CH2:2]1, predict the reactants needed to synthesize it. The reactants are: [CH2:1]([N:3]([CH3:25])[C:4]1[CH:9]=[C:8]([C:10]([N:12]2[CH2:17][CH2:16][CH2:15][CH:14]([C:18]3[CH:23]=[CH:22][C:21]([CH3:24])=[CH:20][CH:19]=3)[CH2:13]2)=[O:11])[CH:7]=[CH:6][N:5]=1)[CH3:2].F[C:27]1C=C(C(N2CCCC(C3C=CC(C)=CC=3)C2)=O)C=CN=1.CNC1CC1.